Dataset: Forward reaction prediction with 1.9M reactions from USPTO patents (1976-2016). Task: Predict the product of the given reaction. (1) Given the reactants C(OC([N:6]1[CH2:13][CH:12]2[CH:8]([CH2:9][C:10]3[C:16]([C:17]#[N:18])=[C:15]([Cl:19])[S:14][C:11]=32)[CH2:7]1)=O)C.I[Si](C)(C)C, predict the reaction product. The product is: [Cl:19][C:15]1[S:14][C:11]2[CH:12]3[CH:8]([CH2:9][C:10]=2[C:16]=1[C:17]#[N:18])[CH2:7][NH:6][CH2:13]3. (2) Given the reactants [C:1]1([C:7]2([C:14]3[CH:19]=[C:18]([O:20][CH2:21][C:22]4[CH:31]=[CH:30][C:29]5[C:24](=[CH:25][CH:26]=[CH:27][CH:28]=5)[N:23]=4)[CH:17]=[CH:16][C:15]=3[OH:32])[CH2:12][CH:11]3[CH2:13][CH:8]2[CH2:9][CH2:10]3)[CH:6]=[CH:5][CH:4]=[CH:3][CH:2]=1.[C:33](=O)([O-])[O-].[Cs+].[Cs+].CI, predict the reaction product. The product is: [CH3:33][O:32][C:15]1[CH:16]=[CH:17][C:18]([O:20][CH2:21][C:22]2[CH:31]=[CH:30][C:29]3[C:24](=[CH:25][CH:26]=[CH:27][CH:28]=3)[N:23]=2)=[CH:19][C:14]=1[C:7]1([C:1]2[CH:2]=[CH:3][CH:4]=[CH:5][CH:6]=2)[CH2:12][CH:11]2[CH2:13][CH:8]1[CH2:9][CH2:10]2. (3) The product is: [NH2:23][C:22]1[N:24]=[C:25]([S:26][CH3:28])[C:7]([C:8]#[N:9])=[C:5]([C:4]2[CH:3]=[C:2]([CH3:1])[CH:12]=[CH:11][CH:10]=2)[N:21]=1. Given the reactants [CH3:1][C:2]1[CH:3]=[C:4]([CH:10]=[CH:11][CH:12]=1)[C:5]([CH2:7][C:8]#[N:9])=O.[H-].[Na+].CI.[N+]([O-])(O)=O.[NH2:21][C:22]([NH2:24])=[NH:23].[CH3:25][S:26]([CH3:28])=O, predict the reaction product. (4) The product is: [N:21]1([CH2:28][CH2:29][N:30]2[CH2:31][CH2:32][CH:33]([NH:36][C:15]([C:9]3[NH:10][C:11]4[C:7]([CH:8]=3)=[C:6]([O:5][CH2:4][CH:1]3[CH2:2][CH2:3]3)[CH:14]=[CH:13][CH:12]=4)=[O:17])[CH2:34][CH2:35]2)[CH2:27][CH2:26][CH2:25][CH2:24][CH2:23][CH2:22]1. Given the reactants [CH:1]1([CH2:4][O:5][C:6]2[CH:14]=[CH:13][CH:12]=[C:11]3[C:7]=2[CH:8]=[C:9]([C:15]([OH:17])=O)[NH:10]3)[CH2:3][CH2:2]1.Cl.Cl.Cl.[N:21]1([CH2:28][CH2:29][N:30]2[CH2:35][CH2:34][CH:33]([NH2:36])[CH2:32][CH2:31]2)[CH2:27][CH2:26][CH2:25][CH2:24][CH2:23][CH2:22]1, predict the reaction product.